This data is from Peptide-MHC class I binding affinity with 185,985 pairs from IEDB/IMGT. The task is: Regression. Given a peptide amino acid sequence and an MHC pseudo amino acid sequence, predict their binding affinity value. This is MHC class I binding data. (1) The peptide sequence is LLENKSLTI. The MHC is HLA-A02:06 with pseudo-sequence HLA-A02:06. The binding affinity (normalized) is 0.0774. (2) The peptide sequence is RVRQAWDTL. The MHC is HLA-B57:01 with pseudo-sequence HLA-B57:01. The binding affinity (normalized) is 0.507. (3) The peptide sequence is PVSAMVRMY. The MHC is HLA-A26:01 with pseudo-sequence HLA-A26:01. The binding affinity (normalized) is 0.0285. (4) The peptide sequence is QQDPALPTRE. The MHC is Mamu-A2201 with pseudo-sequence Mamu-A2201. The binding affinity (normalized) is 0. (5) The peptide sequence is GLLNMADKKET. The MHC is HLA-B27:05 with pseudo-sequence HLA-B27:05. The binding affinity (normalized) is 0. (6) The peptide sequence is VSDGGPNLY. The MHC is HLA-A26:01 with pseudo-sequence HLA-A26:01. The binding affinity (normalized) is 0.230. (7) The peptide sequence is PTLYVKALTK. The MHC is HLA-A33:01 with pseudo-sequence HLA-A33:01. The binding affinity (normalized) is 0.